Dataset: Forward reaction prediction with 1.9M reactions from USPTO patents (1976-2016). Task: Predict the product of the given reaction. (1) Given the reactants BrC1C(N2CCN(C(NC3C=CC=CC=3)=O)CC2)=C2N=C(C3C=CC(N(C)C)=CC=3)NC2=NC=1.[Br:35][C:36]1[C:37]([N:46]2[CH2:51][CH2:50][N:49]([CH2:52][C:53]3[CH:54]=[N:55][CH:56]=[CH:57][CH:58]=3)[CH2:48][CH2:47]2)=[C:38]([N+:43]([O-])=O)[C:39]([NH2:42])=[N:40][CH:41]=1.[O-]S(S([O-])=O)=O.[Na+].[Na+].[NH:67]1[CH2:72][CH2:71][CH:70]([O:73][C:74]2[CH:81]=[CH:80][C:77]([CH:78]=O)=[CH:76][CH:75]=2)[CH2:69][CH2:68]1, predict the reaction product. The product is: [Br:35][C:36]1[C:37]([N:46]2[CH2:51][CH2:50][N:49]([CH2:52][C:53]3[CH:54]=[N:55][CH:56]=[CH:57][CH:58]=3)[CH2:48][CH2:47]2)=[C:38]2[N:43]=[C:78]([C:77]3[CH:76]=[CH:75][C:74]([O:73][CH:70]4[CH2:71][CH2:72][NH:67][CH2:68][CH2:69]4)=[CH:81][CH:80]=3)[NH:42][C:39]2=[N:40][CH:41]=1. (2) The product is: [ClH:7].[NH2:11][CH:12]([CH2:17][C:18]1[CH:27]=[CH:26][C:25]2[C:20](=[CH:21][CH:22]=[C:23]([C:28]3[C:29]([O:36][CH3:37])=[CH:30][CH:31]=[CH:32][C:33]=3[O:34][CH3:35])[CH:24]=2)[CH:19]=1)[C:13]([OH:15])=[O:14]. Given the reactants O1CCOCC1.[ClH:7].C([NH:11][CH:12]([CH2:17][C:18]1[CH:27]=[CH:26][C:25]2[C:20](=[CH:21][CH:22]=[C:23]([C:28]3[C:33]([O:34][CH3:35])=[CH:32][CH:31]=[CH:30][C:29]=3[O:36][CH3:37])[CH:24]=2)[CH:19]=1)[C:13]([O:15]C)=[O:14])(=O)C, predict the reaction product. (3) Given the reactants [F:1][C:2]([F:16])([F:15])[C:3]1[C:4]2[O:14][CH2:13][O:12][C:5]=2[CH:6]=[C:7]([CH:11]=1)[C:8]([OH:10])=O.[NH:17]1[CH2:22][CH2:21][CH2:20][CH2:19][CH2:18]1.C(N(CC)CC)C.CN(C(ON1N=NC2C=CC=CC1=2)=[N+](C)C)C.F[P-](F)(F)(F)(F)F, predict the reaction product. The product is: [F:15][C:2]([F:1])([F:16])[C:3]1[C:4]2[O:14][CH2:13][O:12][C:5]=2[CH:6]=[C:7]([CH:11]=1)[C:8]([N:17]1[CH2:22][CH2:21][CH2:20][CH2:19][CH2:18]1)=[O:10]. (4) The product is: [F:22][C:21]([F:24])([F:23])[C:20]([OH:25])([CH3:26])[CH2:19][NH:18][C:14]([C:3]1[C:2]([NH2:1])=[CH:7][C:6]([C:8]([F:9])([F:10])[F:11])=[C:5]([O:12][CH3:13])[N:4]=1)=[O:16]. Given the reactants [NH2:1][C:2]1[C:3]([C:14]([OH:16])=O)=[N:4][C:5]([O:12][CH3:13])=[C:6]([C:8]([F:11])([F:10])[F:9])[CH:7]=1.Cl.[NH2:18][CH2:19][C:20]([CH3:26])([OH:25])[C:21]([F:24])([F:23])[F:22].CN(C(ON1N=NC2C=CC=NC1=2)=[N+](C)C)C.F[P-](F)(F)(F)(F)F.CCN(C(C)C)C(C)C.Cl, predict the reaction product. (5) Given the reactants [ClH:1].[C:2]1([CH2:8][C@H:9]([C:11]([N:13]2[CH2:18][CH2:17][CH:16]([CH:19]3[CH2:24][CH2:23][N:22]([CH3:25])[CH2:21][CH2:20]3)[CH2:15][CH2:14]2)=[O:12])[NH2:10])[CH:7]=[CH:6][CH:5]=[CH:4][CH:3]=1.[NH:26]1[C:34]2[C:29](=[CH:30][CH:31]=[C:32]([C:35](O)=[O:36])[CH:33]=2)[CH:28]=[CH:27]1, predict the reaction product. The product is: [ClH:1].[NH:26]1[C:34]2[C:29](=[CH:30][CH:31]=[C:32]([C:35]([NH:10][C@@H:9]([C:11]([N:13]3[CH2:18][CH2:17][CH:16]([CH:19]4[CH2:24][CH2:23][N:22]([CH3:25])[CH2:21][CH2:20]4)[CH2:15][CH2:14]3)=[O:12])[CH2:8][C:2]3[CH:3]=[CH:4][CH:5]=[CH:6][CH:7]=3)=[O:36])[CH:33]=2)[CH:28]=[CH:27]1. (6) Given the reactants Br[C:2]1[CH:3]=[C:4]([O:9][CH:10]([C:12]2[C:17]([Cl:18])=[CH:16][CH:15]=[C:14]([F:19])[C:13]=2[Cl:20])[CH3:11])[C:5]([NH2:8])=[N:6][CH:7]=1.Br[C:22]1[CH:27]=[CH:26][C:25](B(O)O)=[C:24]([Cl:31])[CH:23]=1.[CH3:32][PH:33](=[O:35])[CH3:34], predict the reaction product. The product is: [Cl:31][C:24]1[CH:23]=[C:22]([P:33]([CH3:34])([CH3:32])=[O:35])[CH:27]=[CH:26][C:25]=1[C:2]1[CH:3]=[C:4]([O:9][CH:10]([C:12]2[C:17]([Cl:18])=[CH:16][CH:15]=[C:14]([F:19])[C:13]=2[Cl:20])[CH3:11])[C:5]([NH2:8])=[N:6][CH:7]=1. (7) Given the reactants C([O-])=O.[NH4+].[N:5]([C@@:8]1([C:15]2[CH:20]=[CH:19][CH:18]=[C:17]([Br:21])[CH:16]=2)[CH2:13][CH2:12][O:11][CH2:10][C@@H:9]1[OH:14])=[N+]=[N-], predict the reaction product. The product is: [NH2:5][C@@:8]1([C:15]2[CH:20]=[CH:19][CH:18]=[C:17]([Br:21])[CH:16]=2)[CH2:13][CH2:12][O:11][CH2:10][C@@H:9]1[OH:14].